Dataset: Forward reaction prediction with 1.9M reactions from USPTO patents (1976-2016). Task: Predict the product of the given reaction. (1) Given the reactants [O:1]1[C:10]2[CH:9]=[C:8]([CH:11]=O)[N:7]=[CH:6][C:5]=2[O:4][CH2:3][CH2:2]1.[NH2:13][CH:14]1[CH2:19][CH2:18][N:17]([CH2:20][C:21]2[CH:26]=[CH:25][CH:24]=[CH:23][CH:22]=2)[CH2:16][CH2:15]1.[BH4-].[Na+].[ClH:29], predict the reaction product. The product is: [ClH:29].[ClH:29].[ClH:29].[CH2:20]([N:17]1[CH2:18][CH2:19][CH:14]([NH:13][CH2:11][C:8]2[N:7]=[CH:6][C:5]3[O:4][CH2:3][CH2:2][O:1][C:10]=3[CH:9]=2)[CH2:15][CH2:16]1)[C:21]1[CH:22]=[CH:23][CH:24]=[CH:25][CH:26]=1. (2) Given the reactants [NH2:1][C:2]1[C:23]([CH3:24])=[CH:22][C:5]([O:6][C:7]2[S:11][N:10]=[C:9]([CH2:12][C:13]3[CH:18]=[CH:17][C:16]([Cl:19])=[CH:15][CH:14]=3)[C:8]=2[C:20]#[N:21])=[C:4]([CH3:25])[CH:3]=1.CO[CH:28](OC)[N:29]([CH3:32])[CH2:30][CH3:31], predict the reaction product. The product is: [Cl:19][C:16]1[CH:15]=[CH:14][C:13]([CH2:12][C:9]2[C:8]([C:20]#[N:21])=[C:7]([O:6][C:5]3[C:4]([CH3:25])=[CH:3][C:2]([N:1]=[CH:28][N:29]([CH2:30][CH3:31])[CH3:32])=[C:23]([CH3:24])[CH:22]=3)[S:11][N:10]=2)=[CH:18][CH:17]=1. (3) Given the reactants C([O:3][C:4](=[O:36])[C:5]([CH3:35])([O:7][C:8]1[CH:13]=[CH:12][C:11]([O:14][CH2:15][CH2:16][C:17]2[N:18]=[C:19]([C:23]3[CH:28]=[CH:27][C:26]([C:29]4[CH:34]=[CH:33][CH:32]=[CH:31][CH:30]=4)=[CH:25][CH:24]=3)[O:20][C:21]=2[CH3:22])=[CH:10][CH:9]=1)[CH3:6])C.[OH-].[Na+], predict the reaction product. The product is: [CH3:35][C:5]([O:7][C:8]1[CH:9]=[CH:10][C:11]([O:14][CH2:15][CH2:16][C:17]2[N:18]=[C:19]([C:23]3[CH:24]=[CH:25][C:26]([C:29]4[CH:30]=[CH:31][CH:32]=[CH:33][CH:34]=4)=[CH:27][CH:28]=3)[O:20][C:21]=2[CH3:22])=[CH:12][CH:13]=1)([CH3:6])[C:4]([OH:36])=[O:3]. (4) Given the reactants Cl[C:2]1[C:11]2=[N:12][N:13](CC3C=CC(OC)=CC=3)[CH:14]=[C:10]2[C:9]2[CH:8]=[C:7]([O:24][CH3:25])[CH:6]=[CH:5][C:4]=2[N:3]=1.[NH2:26][C:27]1[CH:32]=[CH:31][C:30]([CH2:33][C:34]([OH:36])=[O:35])=[CH:29][CH:28]=1.Cl, predict the reaction product. The product is: [CH3:25][O:24][C:7]1[CH:6]=[CH:5][C:4]2[N:3]=[C:2]([NH:26][C:27]3[CH:28]=[CH:29][C:30]([CH2:33][C:34]([OH:36])=[O:35])=[CH:31][CH:32]=3)[C:11]3=[N:12][NH:13][CH:14]=[C:10]3[C:9]=2[CH:8]=1.